Dataset: NCI-60 drug combinations with 297,098 pairs across 59 cell lines. Task: Regression. Given two drug SMILES strings and cell line genomic features, predict the synergy score measuring deviation from expected non-interaction effect. Drug 1: CC1CC2CCC3C(=C)CC(O3)CCC45CC6C(O4)C7C(O6)C(O5)C8C(O7)CCC(O8)CC(=O)CC9C(CC(C1=C)O2)OC(C9OC)CC(CN)O.CS(=O)(=O)O. Drug 2: CC1C(C(CC(O1)OC2CC(CC3=C2C(=C4C(=C3O)C(=O)C5=CC=CC=C5C4=O)O)(C(=O)C)O)N)O. Cell line: MOLT-4. Synergy scores: CSS=43.7, Synergy_ZIP=-4.77, Synergy_Bliss=-7.98, Synergy_Loewe=-9.50, Synergy_HSA=-4.98.